Dataset: Reaction yield outcomes from USPTO patents with 853,638 reactions. Task: Predict the reaction yield, written as a fraction of the theoretical maximum amount of product (1.0 means a 100% yield; for example, 0.34 means a 34% yield). (1) The reactants are [C:1]([O:5][C:6]([NH:8][C@@H:9]1[CH2:14][CH2:13][N:12](C(OCC2C=CC=CC=2)=O)[CH2:11][C@H:10]1[O:25][CH3:26])=[O:7])([CH3:4])([CH3:3])[CH3:2]. The catalyst is CO.[Pd]. The product is [CH3:26][O:25][C@H:10]1[C@H:9]([NH:8][C:6](=[O:7])[O:5][C:1]([CH3:3])([CH3:2])[CH3:4])[CH2:14][CH2:13][NH:12][CH2:11]1. The yield is 0.980. (2) The reactants are [BH4-].[Li+].[CH2:3]([O:7][C:8]1[CH:9]=[C:10]([CH:15]=[CH:16][C:17]=1[I:18])[C:11](OC)=[O:12])[CH2:4][CH2:5][CH3:6].Cl. The catalyst is O1CCCC1. The product is [CH2:3]([O:7][C:8]1[CH:9]=[C:10]([CH2:11][OH:12])[CH:15]=[CH:16][C:17]=1[I:18])[CH2:4][CH2:5][CH3:6]. The yield is 1.00.